This data is from Forward reaction prediction with 1.9M reactions from USPTO patents (1976-2016). The task is: Predict the product of the given reaction. (1) Given the reactants [OH:1][C@H:2]1[CH2:7][CH2:6][C@@H:5]([NH:8][C:9]2[C:14]([C:15]#[N:16])=[CH:13][N:12]=[C:11](S(C)(=O)=O)[N:10]=2)[CH2:4][C:3]1([CH3:22])[CH3:21].[NH2:23][CH2:24][CH2:25][N:26]1[C:30]2[CH:31]=[CH:32][CH:33]=[CH:34][C:29]=2[N:28](C)[C:27]1=[O:36].CCN(C(C)C)C(C)C, predict the reaction product. The product is: [OH:1][C@H:2]1[CH2:7][CH2:6][C@@H:5]([NH:8][C:9]2[C:14]([C:15]#[N:16])=[CH:13][N:12]=[C:11]([NH:23][CH2:24][CH2:25][N:26]3[C:30]4[CH:31]=[CH:32][CH:33]=[CH:34][C:29]=4[NH:28][C:27]3=[O:36])[N:10]=2)[CH2:4][C:3]1([CH3:22])[CH3:21]. (2) Given the reactants [F:1][C:2]1[CH:7]=[C:6]([F:8])[CH:5]=[CH:4][C:3]=1[C:9]1[CH:14]=[C:13]([N:15]2[C:19]3[CH:20]=[CH:21][C:22]([C:24]4[N:25]=[N:26][N:27]([CH:29]5[CH2:34][CH2:33][O:32][CH2:31][CH2:30]5)[CH:28]=4)=[CH:23][C:18]=3[N:17]=[CH:16]2)[CH:12]=[C:11]([NH2:35])[CH:10]=1.N1C=CC=CC=1.[CH2:42]([S:44](Cl)(=[O:46])=[O:45])[CH3:43], predict the reaction product. The product is: [F:1][C:2]1[CH:7]=[C:6]([F:8])[CH:5]=[CH:4][C:3]=1[C:9]1[CH:14]=[C:13]([N:15]2[C:19]3[CH:20]=[CH:21][C:22]([C:24]4[N:25]=[N:26][N:27]([CH:29]5[CH2:30][CH2:31][O:32][CH2:33][CH2:34]5)[CH:28]=4)=[CH:23][C:18]=3[N:17]=[CH:16]2)[CH:12]=[C:11]([NH:35][S:44]([CH2:42][CH3:43])(=[O:46])=[O:45])[CH:10]=1. (3) Given the reactants [Br:1][C:2]1[CH:7]=[C:6]([C:8]([OH:10])=O)[CH:5]=[CH:4][N:3]=1.CCN=C=NCCCN(C)C.C(N(CC)CC)C.Cl.[CH3:30][NH:31][O:32][CH3:33], predict the reaction product. The product is: [Br:1][C:2]1[CH:7]=[C:6]([C:8]([N:31]([O:32][CH3:33])[CH3:30])=[O:10])[CH:5]=[CH:4][N:3]=1. (4) The product is: [CH:16]1([CH2:15][O:14][C:3]2[C:2]([C:24]3[CH:23]=[CH:22][C:21](=[O:35])[N:20]([CH3:19])[CH:25]=3)=[CH:7][N:6]([CH2:8][S:9]([CH3:12])(=[O:11])=[O:10])[C:5](=[O:13])[CH:4]=2)[CH2:18][CH2:17]1. Given the reactants Br[C:2]1[C:3]([O:14][CH2:15][CH:16]2[CH2:18][CH2:17]2)=[CH:4][C:5](=[O:13])[N:6]([CH2:8][S:9]([CH3:12])(=[O:11])=[O:10])[CH:7]=1.[CH3:19][N:20]1[CH:25]=[C:24](B2OC(C)(C)C(C)(C)O2)[CH:23]=[CH:22][C:21]1=[O:35].[O-]P([O-])([O-])=O.[K+].[K+].[K+], predict the reaction product.